This data is from Forward reaction prediction with 1.9M reactions from USPTO patents (1976-2016). The task is: Predict the product of the given reaction. Given the reactants [CH2:1]([N:3]([CH2:57][CH3:58])[C:4]1[CH:9]=[CH:8][C:7]([NH:10][C:11]([C:13]2[CH:14]=[C:15]([CH:34]=[CH:35][CH:36]=2)[C:16]([N:18]([CH2:20][CH2:21][N:22]2[CH2:26][CH2:25][CH2:24][C@H:23]2[C:27]([O:29]C(C)(C)C)=[O:28])[CH3:19])=[O:17])=[O:12])=[C:6]([C:37]2[CH:42]=[C:41]([C:43](=[O:56])[NH:44][CH2:45][C:46]3[CH:51]=[CH:50][CH:49]=[C:48]([C:52]([F:55])([F:54])[F:53])[CH:47]=3)[CH:40]=[CH:39][N:38]=2)[CH:5]=1)[CH3:2].Cl, predict the reaction product. The product is: [CH2:57]([N:3]([CH2:1][CH3:2])[C:4]1[CH:9]=[CH:8][C:7]([NH:10][C:11]([C:13]2[CH:14]=[C:15]([CH:34]=[CH:35][CH:36]=2)[C:16]([N:18]([CH2:20][CH2:21][N:22]2[CH2:26][CH2:25][CH2:24][C@H:23]2[C:27]([OH:29])=[O:28])[CH3:19])=[O:17])=[O:12])=[C:6]([C:37]2[CH:42]=[C:41]([C:43](=[O:56])[NH:44][CH2:45][C:46]3[CH:51]=[CH:50][CH:49]=[C:48]([C:52]([F:55])([F:53])[F:54])[CH:47]=3)[CH:40]=[CH:39][N:38]=2)[CH:5]=1)[CH3:58].